Dataset: Experimentally validated miRNA-target interactions with 360,000+ pairs, plus equal number of negative samples. Task: Binary Classification. Given a miRNA mature sequence and a target amino acid sequence, predict their likelihood of interaction. (1) The miRNA is cel-miR-248 with sequence AUACACGUGCACGGAUAACGCUCA. The protein sequence of the target gene is MGATTMDQKSLWAGVVVLLLLQGGSAYKLVCYFTNWSQDRQEPGKFTPENIDPFLCSHLIYSFASIENNKVIIKDKSEVMLYQTINSLKTKNPKLKILLSIGGYLFGSKGFHPMVDSSTSRLEFINSIILFLRNHNFDGLDVSWIYPDQKENTHFTVLIHELAEAFQKDFTKSTKERLLLTAGVSAGRQMIDNSYQVEKLAKDLDFINLLSFDFHGSWEKPLITGHNSPLSKGWQDRGPSSYYNVEYAVGYWIHKGMPSEKVVMGIPTYGHSFTLASAETTVGAPASGPGAAGPITESSG.... Result: 0 (no interaction). (2) The miRNA is mmu-miR-654-5p with sequence UGGUAAGCUGCAGAACAUGUGU. The protein sequence of the target gene is MSAAGARGLRATYHRLLDKVELMLPEKLRPLYNHPAGPRTVFFWAPIMKWGLVCAGLADMARPAEKLSTAQSAVLMATGFIWSRYSLVIIPKNWSLFAVNFFVGAAGASQLFRIWRYNQELKAKAHK. Result: 0 (no interaction). (3) The miRNA is hsa-miR-520f-5p with sequence CCUCUAAAGGGAAGCGCUUUCU. The protein sequence of the target gene is MVPEERRVGLSSDETSSDSLKSWHSICVLDSKEQPLACQQKQRQFVKPVTESEQPTVLELLLAELRTLFSAVLQDSSPAAWRYLHAVLGLLPPYRELLVGHLDLLPFLEQLYCWAPWVQTHLHLDLLGAIVQAFPPDSSLLDSASHADCCPQKRRLHHRPPCPACPFVQAQWSRQQVKEELATWLRPLTLPELQRCLGIVGAQVALEEAVWLDGLSLLPLALAADIPVRYESSDTDNAEVEPVGRKETRSQLDYEVPREKAFQKSSTGFSPETSFLDSQVMTALKMERYLKKIHFLYLNV.... Result: 0 (no interaction). (4) The miRNA is hsa-miR-6808-5p with sequence CAGGCAGGGAGGUGGGACCAUG. The protein sequence of the target gene is MRKRKISVCQQTWALLCKNFLKKWRMKRESLMEWLNSLLLLLCLYIYPHSHQVNDFSSLLTMDLGRVDTFNESRFSVVYTPVTNTTQQIMNKVASTPFLAGKEVLGLPDEESIKEFTANYPEEIVRVTFTNTYSYHLKFLLGHGMPAKKEHKDHTAHCYETNEDVYCEVSVFWKEGFVALQAAINAAIIEITTNHSVMEELMSVTGKNMKMHSFIGQSGVITDLYLFSCIISFSSFIYYASVNVTRERKRMKALMTMMGLRDSAFWLSWGLLYAGFIFIMALFLALVIRSTQFIILSGFM.... Result: 0 (no interaction). (5) The miRNA is hsa-miR-548ai with sequence AAAGGUAAUUGCAGUUUUUCCC. The protein sequence of the target gene is MHFTRRAVSPRASFVFDRHVGTINSSLSRRPRISECVEEEEEDGGGFDLFEEMRQPIQENIPMIILEEEEDDNDNLVMSVARPVRVHFAVDVENLHAHQSVYVVGSNDVLGTWEATRAMPLVQDPDRFMRWKGSIVTDVHQLKFRYFIGYNLMSDQGERLIVDKWEAFLHPRSTLCLAESRNDECRVDRVDLFGYYAGRKCVSDGWLQYPDENQILLRLHGNALKFYKTAKERKNCRVKMTPLDVRFKAPPSGHISFSYGEDEEDEEEDQNVPSNKCTHSATHVAVLSDPRPKFYDQEDT.... Result: 0 (no interaction). (6) The miRNA is mmu-miR-3097-3p with sequence CUCAGACCUUUCUACCUGUCAG. The protein sequence of the target gene is MLAVVGAAALVLVAGAPWVLPSAAGGENLKPPENIDVYIIDDNYTLKWSSHGESMGSVTFSAEYRTKDEAKWLKVPECQHTTTTKCEFSLLDTNVYIKTQFRVRAEEGNSTSSWNEVDPFIPFYTAHMSPPEVRLEAEDKAILVHISPPGQDGNMWALEKPSFSYTIRIWQKSSSDKKTINSTYYVEKIPELLPETTYCLEVKAIHPSLKKHSNYSTVQCISTTVANKMPVPGNLQVDAQGKSYVLKWDYIASADVLFRAQWLPGYSKSSSGSRSDKWKPIPTCANVQTTHCVFSQDTVY.... Result: 1 (interaction). (7) The miRNA is mmu-miR-105 with sequence CCAAGUGCUCAGAUGCUUGUGGU. The protein sequence of the target gene is MADKQISLPAKLINGGIAGLIGVTCVFPIDLAKTRLQNQQNGQRVYTSMSDCLIKTVRSEGYFGMYRGAAVNLTLVTPEKAIKLAANDFFRHQLSKDGQKLTLLKEMLAGCGAGTCQVIVTTPMEMLKIQLQDAGRIAAQRKILAAQGQLSAQGGAQPSVEAPAAPRPTATQLTRDLLRSRGIAGLYKGLGATLLRDVPFSVVYFPLFANLNQLGRPASEEKSPFYVSFLAGCVAGSAAAVAVNPCDVVKTRLQSLQRGVNEDTYSGILDCARKILRHEGPSAFLKGAYCRALVIAPLFG.... Result: 0 (no interaction).